From a dataset of Full USPTO retrosynthesis dataset with 1.9M reactions from patents (1976-2016). Predict the reactants needed to synthesize the given product. Given the product [C:8]([O:12][C:6]([NH:5][S:2]([NH:31][C:28]1[S:29][CH:30]=[C:26]([C:22]2[CH:23]=[CH:24][CH:25]=[C:20]([C:18]3[CH:17]=[C:16]([C:32]4[CH:37]=[CH:36][C:35]([C:38]([F:41])([F:40])[F:39])=[CH:34][CH:33]=4)[CH:15]=[C:14]([CH3:13])[N:19]=3)[CH:21]=2)[N:27]=1)(=[O:4])=[O:3])=[O:7])([CH3:11])([CH3:10])[CH3:9], predict the reactants needed to synthesize it. The reactants are: Cl[S:2]([N:5]=[C:6]=[O:7])(=[O:4])=[O:3].[C:8]([OH:12])([CH3:11])([CH3:10])[CH3:9].[CH3:13][C:14]1[N:19]=[C:18]([C:20]2[CH:21]=[C:22]([C:26]3[N:27]=[C:28]([NH2:31])[S:29][CH:30]=3)[CH:23]=[CH:24][CH:25]=2)[CH:17]=[C:16]([C:32]2[CH:37]=[CH:36][C:35]([C:38]([F:41])([F:40])[F:39])=[CH:34][CH:33]=2)[CH:15]=1.C(N(CC)CC)C.